Dataset: Full USPTO retrosynthesis dataset with 1.9M reactions from patents (1976-2016). Task: Predict the reactants needed to synthesize the given product. Given the product [OH:8][CH2:7][C@H:5]1[N:4]([C:11]([O:13][C:14]([CH3:15])([CH3:16])[CH3:17])=[O:12])[CH2:3][Si:2]([CH3:1])([CH3:18])[CH2:6]1, predict the reactants needed to synthesize it. The reactants are: [CH3:1][Si:2]1([CH3:18])[CH2:6][C@@H:5]([C:7](OC)=[O:8])[N:4]([C:11]([O:13][C:14]([CH3:17])([CH3:16])[CH3:15])=[O:12])[CH2:3]1.CC(C[AlH]CC(C)C)C.